This data is from Catalyst prediction with 721,799 reactions and 888 catalyst types from USPTO. The task is: Predict which catalyst facilitates the given reaction. (1) Reactant: Cl[C:2]1[CH:3]=[C:4]2[C:9](=[C:10]([NH:12][C:13]3[CH:18]=[CH:17][C:16]([C:19]([N:21]4[CH2:26][CH2:25][N:24]([CH3:27])[CH2:23][CH2:22]4)=[O:20])=[CH:15][C:14]=3[O:28][CH3:29])[N:11]=1)[C:8](=[O:30])[NH:7][CH:6]=[CH:5]2.[Br-].[Cl:32][C:33]1[CH:40]=[CH:39][CH:38]=[C:37]([Cl:41])[C:34]=1[CH2:35][Zn+]. Product: [Cl:32][C:33]1[CH:40]=[CH:39][CH:38]=[C:37]([Cl:41])[C:34]=1[CH2:35][C:2]1[CH:3]=[C:4]2[C:9](=[C:10]([NH:12][C:13]3[CH:18]=[CH:17][C:16]([C:19]([N:21]4[CH2:22][CH2:23][N:24]([CH3:27])[CH2:25][CH2:26]4)=[O:20])=[CH:15][C:14]=3[O:28][CH3:29])[N:11]=1)[C:8](=[O:30])[NH:7][CH:6]=[CH:5]2. The catalyst class is: 602. (2) Reactant: [F:1][C:2]1[CH:7]=[CH:6][C:5]([C:8]2[CH:16]=[C:15]3[C:11]([CH:12]=[CH:13][NH:14]3)=[CH:10][CH:9]=2)=[CH:4][CH:3]=1.[C:17]([O:21][C:22](O[C:22]([O:21][C:17]([CH3:20])([CH3:19])[CH3:18])=[O:23])=[O:23])([CH3:20])([CH3:19])[CH3:18]. Product: [F:1][C:2]1[CH:7]=[CH:6][C:5]([C:8]2[CH:16]=[C:15]3[C:11]([CH:12]=[CH:13][N:14]3[C:22]([O:21][C:17]([CH3:20])([CH3:19])[CH3:18])=[O:23])=[CH:10][CH:9]=2)=[CH:4][CH:3]=1. The catalyst class is: 230. (3) Reactant: [ClH:1].[N:2]1([CH2:8][CH2:9][NH:10][S:11]([C:14]2[CH:27]=[CH:26][C:25]3[NH:24][C:23](=[O:28])[C:22]4[C:17](=[CH:18][CH:19]=[CH:20][CH:21]=4)[C:16]=3[CH:15]=2)(=[O:13])=[O:12])[CH2:7][CH2:6][CH2:5][CH2:4][CH2:3]1.O=[O+][O-]. Product: [ClH:1].[N:2]1([CH2:8][CH2:9][NH:10][S:11]([C:14]2[CH:27]=[CH:26][C:25]3[NH:24][C:23](=[O:28])[C:22]4[C:17](=[CH:18][CH:19]=[CH:20][CH:21]=4)[C:16]=3[CH:15]=2)(=[O:13])=[O:12])[CH2:7][CH2:6][CH2:5][CH2:4][CH2:3]1. The catalyst class is: 12. (4) Reactant: [F:1][C:2]1[CH:3]=[C:4]([C@@:9]2([CH3:23])[N:18]([CH2:19][C:20]#[CH:21])[C:17](=[O:22])[C:12]3([CH2:16][CH2:15][CH2:14][CH2:13]3)[NH:11][CH2:10]2)[CH:5]=[C:6]([F:8])[CH:7]=1.Br[C:25]1[CH:26]=[C:27]2[C:40](=[CH:41][CH:42]=1)[CH2:39][C@:29]1([C:37]3[C:32](=[N:33][CH:34]=[CH:35][CH:36]=3)[NH:31][C:30]1=[O:38])[CH2:28]2.C(N(CC)CC)C. Product: [F:1][C:2]1[CH:3]=[C:4]([C@@:9]2([CH3:23])[N:18]([CH2:19][C:20]#[C:21][C:25]3[CH:26]=[C:27]4[C:40](=[CH:41][CH:42]=3)[CH2:39][C@:29]3([C:37]5[C:32](=[N:33][CH:34]=[CH:35][CH:36]=5)[NH:31][C:30]3=[O:38])[CH2:28]4)[C:17](=[O:22])[C:12]3([CH2:13][CH2:14][CH2:15][CH2:16]3)[NH:11][CH2:10]2)[CH:5]=[C:6]([F:8])[CH:7]=1. The catalyst class is: 441. (5) Reactant: S(Cl)([Cl:3])=O.[Cl:5][C:6]1[CH:11]=[CH:10][C:9]([C:12]2[CH:13]=[CH:14][C:15](/[CH:18]=[CH:19]/[C:20]([NH:22][C:23]3[CH:28]=[CH:27][C:26]([CH2:29]O)=[CH:25][CH:24]=3)=[O:21])=[N:16][CH:17]=2)=[CH:8][CH:7]=1. Product: [Cl:3][CH2:29][C:26]1[CH:27]=[CH:28][C:23]([NH:22][C:20](=[O:21])/[CH:19]=[CH:18]/[C:15]2[CH:14]=[CH:13][C:12]([C:9]3[CH:10]=[CH:11][C:6]([Cl:5])=[CH:7][CH:8]=3)=[CH:17][N:16]=2)=[CH:24][CH:25]=1. The catalyst class is: 4. (6) Reactant: Cl.Cl.[O:3]1[C:8]2=[CH:9][CH:10]=[CH:11][C:7]2=[C:6]([CH:12]2[CH2:17][CH2:16][CH2:15][CH2:14][N:13]2[CH2:18][CH2:19][C@H:20]2[CH2:25][CH2:24][C@H:23]([NH2:26])[CH2:22][CH2:21]2)[CH:5]=[CH:4]1.C(N(CC)C(C)C)(C)C.[C:36](O)(=[O:38])[CH3:37].CN(C(ON1N=NC2C=CC=CC1=2)=[N+](C)C)C.[B-](F)(F)(F)F.[OH-].[Na+]. Product: [O:3]1[C:8]2=[CH:9][CH:10]=[CH:11][C:7]2=[C:6]([CH:12]2[CH2:17][CH2:16][CH2:15][CH2:14][N:13]2[CH2:18][CH2:19][C@H:20]2[CH2:21][CH2:22][C@H:23]([NH:26][C:36](=[O:38])[CH3:37])[CH2:24][CH2:25]2)[CH:5]=[CH:4]1. The catalyst class is: 3. (7) Reactant: [CH:1]1([CH2:7][NH:8][C:9]2[CH:18]=[CH:17][C:12]([C:13]([O:15][CH3:16])=[O:14])=[CH:11][C:10]=2[N+:19]([O-])=O)[CH2:6][CH2:5][CH2:4][CH2:3][CH2:2]1. Product: [NH2:19][C:10]1[CH:11]=[C:12]([CH:17]=[CH:18][C:9]=1[NH:8][CH2:7][CH:1]1[CH2:6][CH2:5][CH2:4][CH2:3][CH2:2]1)[C:13]([O:15][CH3:16])=[O:14]. The catalyst class is: 25. (8) Reactant: [N:1](C(OCC)=O)=NC(OCC)=O.N1C=CC([N:19]2[CH2:24][CH2:23][CH:22](O)[CH2:21][CH2:20]2)=CC=1.Cl[C:27]1C=[CH:31][C:30](S([C:29]2[CH:30]=[CH:31]C(O)=[CH:27][CH:28]=2)(=O)=O)=[CH:29][CH:28]=1.C1(P(C2C=CC=CC=2)C2C=CC=CC=2)C=CC=CC=1. Product: [N:1]1[CH:31]=[CH:30][CH:29]=[CH:28][C:27]=1[CH:22]1[CH2:21][CH2:20][NH:19][CH2:24][CH2:23]1. The catalyst class is: 1. (9) Reactant: [CH3:1][CH:2]([CH3:6])[C:3](Cl)=[O:4].[C:7](#[N:11])[CH2:8][C:9]#[N:10].C(N(CC)CC)C.S(=O)(=O)(O)O. Product: [CH3:1][CH:2]([CH3:6])[C:3]([CH:8]([C:7]#[N:11])[C:9]#[N:10])=[O:4]. The catalyst class is: 93. (10) Reactant: [Cl:1][CH2:2][CH2:3][N:4]([CH2:12][CH2:13][Cl:14])[C:5]1[CH:10]=[CH:9][C:8]([NH2:11])=[CH:7][CH:6]=1.C(N(CC)CC)C.Cl[C:23](Cl)([O:25]C(=O)OC(Cl)(Cl)Cl)Cl. Product: [Cl:1][CH2:2][CH2:3][N:4]([C:5]1[CH:10]=[CH:9][C:8]([N:11]=[C:23]=[O:25])=[CH:7][CH:6]=1)[CH2:12][CH2:13][Cl:14]. The catalyst class is: 22.